Dataset: Full USPTO retrosynthesis dataset with 1.9M reactions from patents (1976-2016). Task: Predict the reactants needed to synthesize the given product. (1) Given the product [ClH:25].[CH3:24][CH:22]([S:19]([C:16]1[S:15][C:14]([N:11]2[CH2:10][CH2:9][NH:8][CH2:13][CH2:12]2)=[N:18][CH:17]=1)(=[O:20])=[O:21])[CH3:23], predict the reactants needed to synthesize it. The reactants are: C(OC([N:8]1[CH2:13][CH2:12][N:11]([C:14]2[S:15][C:16]([S:19]([CH:22]([CH3:24])[CH3:23])(=[O:21])=[O:20])=[CH:17][N:18]=2)[CH2:10][CH2:9]1)=O)(C)(C)C.[ClH:25]. (2) Given the product [CH3:1][O:2][C:3]1[CH:11]=[C:10]2[C:6]([CH:7]=[N:8][NH:9]2)=[CH:5][C:4]=1[NH:12][C:13]1[C:14]2[C:21]3[CH2:22][CH2:23][CH:24]([C:26]([N:30]([CH3:31])[CH3:29])=[O:28])[CH2:25][C:20]=3[S:19][C:15]=2[N:16]=[CH:17][N:18]=1, predict the reactants needed to synthesize it. The reactants are: [CH3:1][O:2][C:3]1[CH:11]=[C:10]2[C:6]([CH:7]=[N:8][NH:9]2)=[CH:5][C:4]=1[NH:12][C:13]1[C:14]2[C:21]3[CH2:22][CH2:23][CH:24]([C:26]([OH:28])=O)[CH2:25][C:20]=3[S:19][C:15]=2[N:16]=[CH:17][N:18]=1.[CH3:29][NH:30][CH3:31]. (3) Given the product [Cl:1][C:2]1[CH:10]=[C:9]([O:11][CH3:12])[C:8]([N+:13]([O-:15])=[O:14])=[CH:7][C:3]=1[C:4]([Cl:19])=[O:5], predict the reactants needed to synthesize it. The reactants are: [Cl:1][C:2]1[CH:10]=[C:9]([O:11][CH3:12])[C:8]([N+:13]([O-:15])=[O:14])=[CH:7][C:3]=1[C:4](O)=[O:5].C(Cl)(=O)C([Cl:19])=O.